From a dataset of Full USPTO retrosynthesis dataset with 1.9M reactions from patents (1976-2016). Predict the reactants needed to synthesize the given product. (1) Given the product [F:5][C:6]([F:15])([F:16])[C:7]1[CH:8]=[C:9]([C:10]([OH:11])=[CH:1][CH3:2])[CH:12]=[CH:13][CH:14]=1, predict the reactants needed to synthesize it. The reactants are: [CH:1]([Mg]Br)=[CH2:2].[F:5][C:6]([F:16])([F:15])[C:7]1[CH:8]=[C:9]([CH:12]=[CH:13][CH:14]=1)[CH:10]=[O:11]. (2) Given the product [CH:33]1([CH2:34][O:1][C:2]2[CH:3]=[C:4]([C:10]3[O:11][CH:12]=[C:13]([CH2:15][NH:16][C:17](=[O:27])[C:18]4[CH:23]=[CH:22][CH:21]=[CH:20][C:19]=4[O:24][CH2:25][CH3:26])[N:14]=3)[CH:5]=[CH:6][C:7]=2[O:8][CH3:9])[CH2:31][CH2:32]1, predict the reactants needed to synthesize it. The reactants are: [OH:1][C:2]1[CH:3]=[C:4]([C:10]2[O:11][CH:12]=[C:13]([CH2:15][NH:16][C:17](=[O:27])[C:18]3[CH:23]=[CH:22][CH:21]=[CH:20][C:19]=3[O:24][CH2:25][CH3:26])[N:14]=2)[CH:5]=[CH:6][C:7]=1[O:8][CH3:9].N12CCCN=[C:34]1[CH2:33][CH2:32][CH2:31]CC2.BrCC1CC1.O. (3) The reactants are: [OH:1][C@@H:2]1[CH2:6][CH2:5][CH2:4][C@H:3]1[O:7][C:8]1[CH:17]=[CH:16][C:11]([C:12]([O:14]C)=[O:13])=[CH:10][C:9]=1[O:18][CH3:19].[Li+].[OH-]. Given the product [OH:1][C@@H:2]1[CH2:6][CH2:5][CH2:4][C@H:3]1[O:7][C:8]1[CH:17]=[CH:16][C:11]([C:12]([OH:14])=[O:13])=[CH:10][C:9]=1[O:18][CH3:19], predict the reactants needed to synthesize it.